This data is from Forward reaction prediction with 1.9M reactions from USPTO patents (1976-2016). The task is: Predict the product of the given reaction. (1) Given the reactants [CH2:1]([NH:8][CH2:9][C:10]1[CH:15]=[CH:14][CH:13]=[CH:12][CH:11]=1)[C:2]1[CH:7]=[CH:6][CH:5]=[CH:4][CH:3]=1.[C:16]1(=O)[CH2:21][CH2:20][C:19](=[O:22])[CH2:18][CH2:17]1, predict the reaction product. The product is: [OH:22][C:19]1[CH:20]=[CH:21][C:16]([N:8]([CH2:1][C:2]2[CH:7]=[CH:6][CH:5]=[CH:4][CH:3]=2)[CH2:9][C:10]2[CH:15]=[CH:14][CH:13]=[CH:12][CH:11]=2)=[CH:17][CH:18]=1. (2) Given the reactants C(OC([NH:8][C:9]1[CH:14]=[CH:13][C:12]([NH:15][C:16]2[N:25]=[C:24]([NH:26][C:27]3[NH:28][N:29]=[C:30]([CH3:32])[CH:31]=3)[C:23]3[C:18](=[CH:19][CH:20]=[CH:21][CH:22]=3)[N:17]=2)=[CH:11][CH:10]=1)=O)(C)(C)C, predict the reaction product. The product is: [NH2:8][C:9]1[CH:14]=[CH:13][C:12]([NH:15][C:16]2[N:25]=[C:24]([NH:26][C:27]3[NH:28][N:29]=[C:30]([CH3:32])[CH:31]=3)[C:23]3[C:18](=[CH:19][CH:20]=[CH:21][CH:22]=3)[N:17]=2)=[CH:11][CH:10]=1.